Dataset: Reaction yield outcomes from USPTO patents with 853,638 reactions. Task: Predict the reaction yield, written as a fraction of the theoretical maximum amount of product (1.0 means a 100% yield; for example, 0.34 means a 34% yield). (1) The reactants are [Cl-].[Cl-].[C:3]1(=[Hf+2:7]([CH:17]2[C:25]3[C:20](=[CH:21][CH:22]=[CH:23][CH:24]=3)[CH:19]=[CH:18]2)[CH:8]2C3C(=CC=CC=3)C=C2)[CH2:6][CH2:5][CH2:4]1.C[Mg]Br.[CH2:29](OCC)[CH3:30].Cl[Si](C)(C)C.O1CCOC[CH2:40]1.[C:45]1([CH3:51])[CH:50]=[CH:49][CH:48]=[CH:47][CH:46]=1. No catalyst specified. The product is [C:3]1(=[Hf:7]([CH:17]2[C:18]3[C:23](=[CH:22][CH:21]=[CH:20][CH:19]=3)[CH:24]=[CH:25]2)([CH:29]2[C:50]3[C:45](=[CH:46][CH:47]=[CH:48][CH:49]=3)[CH:51]=[CH:30]2)([CH3:40])[CH3:8])[CH2:6][CH2:5][CH2:4]1. The yield is 0.590. (2) The reactants are [CH2:1]([O:3][C:4](=[O:11])[C:5]([OH:10])([CH3:9])[C:6]([OH:8])=O)[CH3:2].O1CCCC1.[F:17][C:18]([F:22])([F:21])[CH2:19][NH2:20].Cl.CN(C)CCCN=C=NCC.C(N(CC)C(C)C)(C)C. No catalyst specified. The product is [CH2:1]([O:3][C:4](=[O:11])[C:5]([OH:10])([CH3:9])[C:6]([NH:20][CH2:19][C:18]([F:22])([F:21])[F:17])=[O:8])[CH3:2]. The yield is 0.670.